From a dataset of Forward reaction prediction with 1.9M reactions from USPTO patents (1976-2016). Predict the product of the given reaction. (1) Given the reactants Cl[CH2:2][C:3]1[CH:8]=[CH:7][C:6]([N:9]2[C:13]([CH3:15])([CH3:14])[C:12](=[O:16])[N:11]([C:17]3[CH:24]=[CH:23][C:20]([C:21]#[N:22])=[C:19]([C:25]([F:28])([F:27])[F:26])[CH:18]=3)[C:10]2=[S:29])=[CH:5][C:4]=1[F:30].[CH3:31][NH:32][CH:33]1[CH2:38][CH2:37][CH2:36][CH2:35][CH2:34]1, predict the reaction product. The product is: [CH:33]1([N:32]([CH2:2][C:3]2[CH:8]=[CH:7][C:6]([N:9]3[C:13]([CH3:15])([CH3:14])[C:12](=[O:16])[N:11]([C:17]4[CH:24]=[CH:23][C:20]([C:21]#[N:22])=[C:19]([C:25]([F:28])([F:27])[F:26])[CH:18]=4)[C:10]3=[S:29])=[CH:5][C:4]=2[F:30])[CH3:31])[CH2:38][CH2:37][CH2:36][CH2:35][CH2:34]1. (2) Given the reactants C.N(C(C)(C)C#N)=N[C:4](C)(C)C#N.[CH2:14]([S:26]([O-:29])(=[O:28])=[O:27])[CH2:15][CH2:16][CH2:17][CH2:18][CH2:19][CH2:20][CH2:21][CH2:22][CH2:23][CH2:24][CH3:25].[Na+:30].P([O-])([O-])([O-])=O.[Ca+2].P([O-])([O-])([O-])=O.[Ca+2].[Ca+2], predict the reaction product. The product is: [CH4:4].[CH:14]([S:26]([O-:29])(=[O:28])=[O:27])=[CH:15][C:16]1[CH:17]=[CH:18][CH:19]=[CH:20][CH:21]=1.[Na+:30].[CH2:25]=[CH:24][C:23]1[CH:18]=[CH:19][CH:20]=[CH:21][CH:22]=1. (3) Given the reactants C(OC(=O)C1C=CC(NC2CCCCC2)=C(NC(C2C=C3C(=CC=2)N=[C:26]([C:31]2[C:36]([C:37]4[CH:42]=[CH:41][C:40](Cl)=[CH:39][CH:38]=4)=[CH:35][CH:34]=[C:33](C(N4CCCC4)=O)[CH:32]=2)C=C3)=O)C=1)C.ClC1C=CC(C2C([C:63]3[CH:72]=[CH:71][C:70]4[C:65](=[CH:66][CH:67]=[C:68]([C:73]5[N:77]([CH:78]6[CH2:83][CH2:82][CH2:81][CH2:80][CH2:79]6)[C:76]6[CH:84]=[CH:85][C:86]([C:88]([OH:90])=[O:89])=[CH:87][C:75]=6[N:74]=5)[CH:69]=4)[N:64]=3)=CC(C(N3CCCC3)=O)=CC=2)=CC=1.C1(C(C2C=CC=CC=2)C(C)=O)C=CC=CC=1.C(C1C=CC=CC=1)(=O)C, predict the reaction product. The product is: [CH:36]([C:63]1[CH:72]=[CH:71][C:70]2[C:65](=[CH:66][CH:67]=[C:68]([C:73]3[N:77]([CH:78]4[CH2:83][CH2:82][CH2:81][CH2:80][CH2:79]4)[C:76]4[CH:84]=[CH:85][C:86]([C:88]([OH:90])=[O:89])=[CH:87][C:75]=4[N:74]=3)[CH:69]=2)[N:64]=1)([C:31]1[CH:26]=[CH:35][CH:34]=[CH:33][CH:32]=1)[C:37]1[CH:38]=[CH:39][CH:40]=[CH:41][CH:42]=1. (4) Given the reactants [N+:1]([C:4]1[CH:5]=[CH:6][C:7]([O:10][C:11]2[CH:12]=[C:13]3[C:18](=[CH:19][CH:20]=2)[O:17][CH:16]([C:21]2[CH:26]=[CH:25][CH:24]=[CH:23][CH:22]=2)[CH2:15][CH2:14]3)=[N:8][CH:9]=1)([O-:3])=[O:2].[F:27]C1C=CC(C2CCC3C(=CC=C(O)C=3)O2)=CC=1, predict the reaction product. The product is: [F:27][C:24]1[CH:23]=[CH:22][C:21]([CH:16]2[CH2:15][CH2:14][C:13]3[C:18](=[CH:19][CH:20]=[C:11]([O:10][C:7]4[CH:6]=[CH:5][C:4]([N+:1]([O-:3])=[O:2])=[CH:9][N:8]=4)[CH:12]=3)[O:17]2)=[CH:26][CH:25]=1. (5) Given the reactants [CH3:1][C:2]1[N:3]=[C:4]([NH:7][C:8]2[C:13]([OH:14])=[CH:12][CH:11]=[CH:10][N:9]=2)[S:5][CH:6]=1.[ClH:15].Br[CH2:17][C:18]1[CH:23]=[CH:22][CH:21]=[CH:20][N:19]=1.C(=O)([O-])[O-].[K+].[K+].CN(C=O)C, predict the reaction product. The product is: [ClH:15].[ClH:15].[CH3:1][C:2]1[N:3]=[C:4]([NH:7][C:8]2[C:13]([O:14][CH2:17][C:18]3[CH:23]=[CH:22][CH:21]=[CH:20][N:19]=3)=[CH:12][CH:11]=[CH:10][N:9]=2)[S:5][CH:6]=1.